This data is from Catalyst prediction with 721,799 reactions and 888 catalyst types from USPTO. The task is: Predict which catalyst facilitates the given reaction. (1) Reactant: [CH3:1][N:2]1[C:6]([CH:7]=[O:8])=[CH:5][N:4]=[CH:3]1.[Br:9][C:10]1[CH:15]=[CH:14][C:13](B(O)O)=[CH:12][CH:11]=1.C([O-])([O-])=O.[Na+].[Na+]. Product: [Br:9][C:10]1[CH:15]=[CH:14][C:13]([C:5]2[N:4]=[CH:3][N:2]([CH3:1])[C:6]=2[CH:7]=[O:8])=[CH:12][CH:11]=1. The catalyst class is: 755. (2) Reactant: Cl[CH2:2][CH2:3][CH2:4][O:5][C:6]1[CH:11]=[CH:10][C:9]([C:12]([CH:14]2[CH2:16][CH2:15]2)=[O:13])=[CH:8][CH:7]=1.[OH:17][CH:18]1[CH2:22][CH2:21][NH:20][CH2:19]1.C(=O)([O-])[O-].[K+].[K+].[I-].[K+]. Product: [CH:14]1([C:12]([C:9]2[CH:10]=[CH:11][C:6]([O:5][CH2:4][CH2:3][CH2:2][N:20]3[CH2:21][CH2:22][CH:18]([OH:17])[CH2:19]3)=[CH:7][CH:8]=2)=[O:13])[CH2:16][CH2:15]1. The catalyst class is: 131.